From a dataset of M1 muscarinic receptor antagonist screen with 61,756 compounds. Binary Classification. Given a drug SMILES string, predict its activity (active/inactive) in a high-throughput screening assay against a specified biological target. The drug is Fc1cc2c3ncnc(OCCCC)c3[nH]c2cc1. The result is 0 (inactive).